This data is from Full USPTO retrosynthesis dataset with 1.9M reactions from patents (1976-2016). The task is: Predict the reactants needed to synthesize the given product. (1) The reactants are: [OH:1][C:2]1[CH:12]=[CH:11][C:5]([C:6]([O:8][CH2:9][CH3:10])=[O:7])=[C:4]([CH3:13])[N:3]=1.[CH:14]([C:17]1[N:21]=[C:20]([N:22]2[CH2:27][CH2:26][CH:25]([CH2:28][CH2:29][CH2:30]O)[CH2:24][CH2:23]2)[O:19][N:18]=1)([CH3:16])[CH3:15].C1(P(C2C=CC=CC=2)C2C=CC=CC=2)C=CC=CC=1.N(C(OC(C)C)=O)=NC(OC(C)C)=O. Given the product [CH:14]([C:17]1[N:21]=[C:20]([N:22]2[CH2:27][CH2:26][CH:25]([CH2:28][CH2:29][CH2:30][O:1][C:2]3[CH:12]=[CH:11][C:5]([C:6]([O:8][CH2:9][CH3:10])=[O:7])=[C:4]([CH3:13])[N:3]=3)[CH2:24][CH2:23]2)[O:19][N:18]=1)([CH3:16])[CH3:15], predict the reactants needed to synthesize it. (2) Given the product [NH2:1][C:2]1[C:3]2[N:4]([C:8]([C@@H:25]3[CH2:26][C@H:27]([O:29][CH2:30][CH2:31][OH:32])[CH2:28]3)=[N:9][C:10]=2[C:11]2[CH:16]=[CH:15][CH:14]=[C:13]([O:17][CH2:18][C:19]3[CH:24]=[CH:23][CH:22]=[CH:21][CH:20]=3)[CH:12]=2)[CH:5]=[CH:6][N:7]=1, predict the reactants needed to synthesize it. The reactants are: [NH2:1][C:2]1[C:3]2[N:4]([C:8]([C@@H:25]3[CH2:28][C@H:27]([O:29][CH2:30][C:31](OC(C)(C)C)=[O:32])[CH2:26]3)=[N:9][C:10]=2[C:11]2[CH:16]=[CH:15][CH:14]=[C:13]([O:17][CH2:18][C:19]3[CH:24]=[CH:23][CH:22]=[CH:21][CH:20]=3)[CH:12]=2)[CH:5]=[CH:6][N:7]=1.[H-].[H-].[H-].[H-].[Li+].[Al+3].CCOC(C)=O. (3) Given the product [Cl:1][C:2]1[N:7]=[C:6]([NH:13][C@@H:14]2[CH2:19][CH2:18][CH2:17][N:16]([C:20]([O:22][C:23]([CH3:26])([CH3:25])[CH3:24])=[O:21])[CH2:15]2)[C:5]([C:9]([F:12])([F:11])[F:10])=[CH:4][N:3]=1, predict the reactants needed to synthesize it. The reactants are: [Cl:1][C:2]1[N:7]=[C:6](Cl)[C:5]([C:9]([F:12])([F:11])[F:10])=[CH:4][N:3]=1.[NH2:13][C@@H:14]1[CH2:19][CH2:18][CH2:17][N:16]([C:20]([O:22][C:23]([CH3:26])([CH3:25])[CH3:24])=[O:21])[CH2:15]1.C(N(CC)CC)C. (4) Given the product [N+:26]([C:17]1[CH:18]=[C:19]([CH:24]=[CH:25][C:16]=1[O:11][CH2:10][CH:9]1[CH2:12][CH2:13][CH2:14][NH:8]1)[C:20]([O:22][CH3:23])=[O:21])([O-:28])=[O:27], predict the reactants needed to synthesize it. The reactants are: C(OC([N:8]1[CH2:14][CH2:13][CH2:12][C@H:9]1[CH2:10][OH:11])=O)(C)(C)C.O[C:16]1[CH:25]=[CH:24][C:19]([C:20]([O:22][CH3:23])=[O:21])=[CH:18][C:17]=1[N+:26]([O-:28])=[O:27].C1C=CC(P(C2C=CC=CC=2)C2C=CC=CC=2)=CC=1.N(C(OC(C)C)=O)=NC(OC(C)C)=O. (5) The reactants are: [N+:1]([C:4]1[C:12]([O:13][CH3:14])=[C:11]([CH3:15])[C:10]([O:16][CH3:17])=[CH:9][C:5]=1[C:6]([OH:8])=O)([O-:3])=[O:2].C(Cl)(=O)C(Cl)=O.CC1[C:33](OC)=[CH:32][C:28](C(Cl)=O)=[C:27]([N+:36]([O-])=O)[C:26]=1[O:39]C.N1(CO)CCCC1. Given the product [CH3:15][C:11]1[C:10]([O:16][CH3:17])=[CH:9][C:5]([C:6]([N:36]2[CH2:33][CH2:32][CH2:28][CH:27]2[CH2:26][OH:39])=[O:8])=[C:4]([N+:1]([O-:3])=[O:2])[C:12]=1[O:13][CH3:14], predict the reactants needed to synthesize it. (6) Given the product [Cl:12][C:4]1[N:3]=[C:2]([O:21][CH3:20])[C:11]2[C:6]([CH:5]=1)=[CH:7][CH:8]=[CH:9][CH:10]=2, predict the reactants needed to synthesize it. The reactants are: Cl[C:2]1[C:11]2[C:6](=[CH:7][CH:8]=[CH:9][CH:10]=2)[CH:5]=[C:4]([Cl:12])[N:3]=1.NC1C=CC=CN=1.[CH3:20][O:21][Na]. (7) The reactants are: [Cl:1][C:2]1[CH:3]=[C:4]([NH:8][C:9]([NH2:11])=[O:10])[CH:5]=[CH:6][CH:7]=1.[C:12]([C:14]1[CH:21]=[CH:20][C:17]([CH:18]=O)=[CH:16][CH:15]=1)#[N:13].O=[C:23]([CH3:30])[CH2:24][C:25]([O:27][CH2:28][CH3:29])=[O:26].Cl. Given the product [C:12]([C:14]1[CH:21]=[CH:20][C:17]([CH:18]2[C:24]([C:25]([O:27][CH2:28][CH3:29])=[O:26])=[C:23]([CH3:30])[N:8]([C:4]3[CH:5]=[CH:6][CH:7]=[C:2]([Cl:1])[CH:3]=3)[C:9](=[O:10])[NH:11]2)=[CH:16][CH:15]=1)#[N:13], predict the reactants needed to synthesize it. (8) Given the product [F:45][C:26]([F:25])([F:44])[C:27]1[CH:43]=[CH:42][C:30]([CH:31]=[N:32][N:33]2[CH2:34][CH2:35][N:36]([C:39]([O:13][CH2:12][C@@:11]([OH:15])([CH3:14])[CH2:10][N:3]3[CH:4]=[C:5]([N+:7]([O-:9])=[O:8])[N:6]=[C:2]3[Cl:1])=[O:40])[CH2:37][CH2:38]2)=[CH:29][CH:28]=1, predict the reactants needed to synthesize it. The reactants are: [Cl:1][C:2]1[N:3]([CH2:10][C@:11]([OH:15])([CH3:14])[CH2:12][OH:13])[CH:4]=[C:5]([N+:7]([O-:9])=[O:8])[N:6]=1.C(N(CC)C(C)C)(C)C.[F:25][C:26]([F:45])([F:44])[C:27]1[CH:43]=[CH:42][C:30]([CH:31]=[N:32][N:33]2[CH2:38][CH2:37][N:36]([C:39](Cl)=[O:40])[CH2:35][CH2:34]2)=[CH:29][CH:28]=1.